From a dataset of Catalyst prediction with 721,799 reactions and 888 catalyst types from USPTO. Predict which catalyst facilitates the given reaction. (1) Reactant: [S:1](=[O:5])(=[O:4])([OH:3])[NH2:2].C(=O)([O-])[O-].[NH2:10][C:11]([NH2:13])=[NH2+:12].[NH2:10][C:11]([NH2:13])=[NH2+:12]. Product: [S:1](=[O:4])(=[O:3])([O-:5])[NH2:2].[NH2:12][C:11]([NH2:13])=[NH2+:10]. The catalyst class is: 6. (2) Reactant: [CH2:1]([O:8][C:9]1[CH:14]=[CH:13][N:12]([C:15]2[CH:16]=[N:17][C:18](F)=[CH:19][CH:20]=2)[C:11](=[O:22])[CH:10]=1)[C:2]1[CH:7]=[CH:6][CH:5]=[CH:4][CH:3]=1.C(=O)([O-])[O-].[K+].[K+].[NH:29]1[CH2:34][CH2:33][NH:32][CH2:31][CH2:30]1. Product: [CH2:1]([O:8][C:9]1[CH:14]=[CH:13][N:12]([C:15]2[CH:16]=[N:17][C:18]([N:29]3[CH2:34][CH2:33][NH:32][CH2:31][CH2:30]3)=[CH:19][CH:20]=2)[C:11](=[O:22])[CH:10]=1)[C:2]1[CH:7]=[CH:6][CH:5]=[CH:4][CH:3]=1. The catalyst class is: 9. (3) Reactant: [H-].[H-].[H-].[H-].[Li+].[Al+3].[CH3:7][C@@H:8]([N:15]1[CH2:21][C:20](=[O:22])[C:17]2([CH2:19][CH2:18]2)[C:16]1=O)[C:9]1[CH:14]=[CH:13][CH:12]=[CH:11][CH:10]=1.CCOC(C)=O.O. Product: [CH3:7][C@@H:8]([N:15]1[CH2:21][CH:20]([OH:22])[C:17]2([CH2:18][CH2:19]2)[CH2:16]1)[C:9]1[CH:10]=[CH:11][CH:12]=[CH:13][CH:14]=1. The catalyst class is: 1. (4) Reactant: [C:1]([O:5][C:6](=[O:15])[NH:7][C:8]1[CH:13]=[N:12][C:11]([CH3:14])=[CH:10][N:9]=1)([CH3:4])([CH3:3])[CH3:2].CC(N=NC(C#N)(C)C)(C#N)C.C1C(=O)N([Br:35])C(=O)C1. Product: [C:1]([O:5][C:6](=[O:15])[NH:7][C:8]1[CH:13]=[N:12][C:11]([CH2:14][Br:35])=[CH:10][N:9]=1)([CH3:4])([CH3:3])[CH3:2]. The catalyst class is: 53. (5) Reactant: C([S:4][CH2:5][C:6]1[CH:7]=[C:8]([CH:12]=[CH:13][CH:14]=1)[C:9]([OH:11])=[O:10])(=O)C.C(=O)([O-])[O-].[K+].[K+]. Product: [SH:4][CH2:5][C:6]1[CH:7]=[C:8]([CH:12]=[CH:13][CH:14]=1)[C:9]([OH:11])=[O:10]. The catalyst class is: 24. (6) Reactant: C(N(CC)CC)C.[CH3:8][C:9]([CH3:19])([CH2:13][CH2:14][CH2:15][CH2:16][CH2:17][CH3:18])[C:10](Cl)=[O:11].[CH2:20]([O:27][C:28]1[CH:33]=[CH:32][C:31]([OH:34])=[CH:30][CH:29]=1)[C:21]1[CH:26]=[CH:25][CH:24]=[CH:23][CH:22]=1.S(O)(O)(=O)=O.NCCNC(N1CCOCC1)=O. Product: [CH3:8][C:9]([CH3:19])([CH2:13][CH2:14][CH2:15][CH2:16][CH2:17][CH3:18])[C:10]([O:34][C:31]1[CH:30]=[CH:29][C:28]([O:27][CH2:20][C:21]2[CH:22]=[CH:23][CH:24]=[CH:25][CH:26]=2)=[CH:33][CH:32]=1)=[O:11]. The catalyst class is: 120. (7) Reactant: [Cl:1][C:2]1[CH:24]=[CH:23][CH:22]=[C:21]([CH3:25])[C:3]=1[CH2:4][N:5]1[C:13]2[C:8](=[N:9][CH:10]=[C:11]([C:14]([F:19])([F:18])[C:15]([OH:17])=[O:16])[CH:12]=2)[C:7]([CH3:20])=[N:6]1.[OH-].[K+:27]. Product: [Cl:1][C:2]1[CH:24]=[CH:23][CH:22]=[C:21]([CH3:25])[C:3]=1[CH2:4][N:5]1[C:13]2[C:8](=[N:9][CH:10]=[C:11]([C:14]([F:19])([F:18])[C:15]([O-:17])=[O:16])[CH:12]=2)[C:7]([CH3:20])=[N:6]1.[K+:27]. The catalyst class is: 8.